From a dataset of Full USPTO retrosynthesis dataset with 1.9M reactions from patents (1976-2016). Predict the reactants needed to synthesize the given product. (1) The reactants are: [NH2:1][C:2]1[N:7]=[C:6]([O:8]S(C(F)(F)F)(=O)=O)[C:5]([N+:16]([O-:18])=[O:17])=[C:4]([C:19]2[O:20][CH:21]=[CH:22][CH:23]=2)[N:3]=1.[CH2:24](O)[CH2:25][C:26]1[CH:31]=[CH:30][CH:29]=[CH:28][CH:27]=1.C1CCN2C(=NCCC2)CC1. Given the product [O:20]1[CH:21]=[CH:22][CH:23]=[C:19]1[C:4]1[C:5]([N+:16]([O-:18])=[O:17])=[C:6]([O:8][CH2:24][CH2:25][C:26]2[CH:31]=[CH:30][CH:29]=[CH:28][CH:27]=2)[N:7]=[C:2]([NH2:1])[N:3]=1, predict the reactants needed to synthesize it. (2) Given the product [N+:1]([CH:4]([CH3:5])[CH:12]([CH:9]1[CH2:10][CH2:11][O:6][CH2:7][CH2:8]1)[OH:13])([O-:3])=[O:2], predict the reactants needed to synthesize it. The reactants are: [N+:1]([CH2:4][CH3:5])([O-:3])=[O:2].[O:6]1[CH2:11][CH2:10][CH:9]([CH:12]=[O:13])[CH2:8][CH2:7]1.C1COCC1.CC(C)([O-])C.[K+]. (3) Given the product [I:1][C:2]1[C:10]2[C:5](=[CH:6][CH:7]=[CH:8][CH:9]=2)[N:4]([C:14]([NH:13][C:16]2[CH:21]=[CH:20][CH:19]=[C:18]([C:22]([F:23])([F:24])[F:25])[CH:17]=2)=[O:15])[CH:3]=1, predict the reactants needed to synthesize it. The reactants are: [I:1][C:2]1[C:10]2[C:5](=[CH:6][CH:7]=[CH:8][CH:9]=2)[NH:4][CH:3]=1.[H-].[Na+].[N:13]([C:16]1[CH:21]=[CH:20][CH:19]=[C:18]([C:22]([F:25])([F:24])[F:23])[CH:17]=1)=[C:14]=[O:15].[NH4+].[Cl-]. (4) Given the product [N+:7]([C:10]1[CH:11]=[C:12]([S:16]([O-:18])=[O:17])[CH:13]=[CH:14][CH:15]=1)([O-:9])=[O:8].[Na+:5], predict the reactants needed to synthesize it. The reactants are: S([O-])([O-])=O.[Na+:5].[Na+].[N+:7]([C:10]1[CH:11]=[C:12]([S:16](Cl)(=[O:18])=[O:17])[CH:13]=[CH:14][CH:15]=1)([O-:9])=[O:8].C(=O)([O-])[O-].[Na+].[Na+]. (5) Given the product [CH2:22]([S:11][C:9]1[NH:10][C:6]2[CH:5]=[C:4]([O:12][CH2:13][CH2:14][CH2:15][C:16]([O:18][CH2:19][CH3:20])=[O:17])[CH:3]=[C:2]([CH3:1])[C:7]=2[N:8]=1)[CH3:23], predict the reactants needed to synthesize it. The reactants are: [CH3:1][C:2]1[C:7]2[NH:8][C:9](=[S:11])[NH:10][C:6]=2[CH:5]=[C:4]([O:12][CH2:13][CH2:14][CH2:15][C:16]([O:18][CH2:19][CH3:20])=[O:17])[CH:3]=1.I[CH2:22][CH3:23].C(N(C(C)C)CC)(C)C.CN(C=O)C. (6) Given the product [CH:1]1([O:6][CH2:7][C:8]2[S:12][C:11]([NH:13][C:14]([C:16]3[CH:32]=[CH:31][C:19]([O:20][C@@H:21]4[CH2:26][CH2:25][C@H:24]([C:27]([OH:29])=[O:28])[CH2:23][CH2:22]4)=[CH:18][CH:17]=3)=[O:15])=[N:10][N:9]=2)[CH2:2][CH2:3][CH2:4][CH2:5]1, predict the reactants needed to synthesize it. The reactants are: [CH:1]1([O:6][CH2:7][C:8]2[S:12][C:11]([NH:13][C:14]([C:16]3[CH:32]=[CH:31][C:19]([O:20][C@@H:21]4[CH2:26][CH2:25][C@H:24]([C:27]([O:29]C)=[O:28])[CH2:23][CH2:22]4)=[CH:18][CH:17]=3)=[O:15])=[N:10][N:9]=2)[CH2:5][CH2:4][CH2:3][CH2:2]1.O.[OH-].[Li+].Cl.